From a dataset of Reaction yield outcomes from USPTO patents with 853,638 reactions. Predict the reaction yield, written as a fraction of the theoretical maximum amount of product (1.0 means a 100% yield; for example, 0.34 means a 34% yield). (1) The reactants are [F:1][C:2]1[CH:7]=[CH:6][CH:5]=[C:4]([F:8])[C:3]=1[N:9]1[C:14]2[N:15]=[C:16]([N:29]3[CH2:34][CH2:33][CH:32]([N:35]4[CH2:40][CH2:39][CH:38]([CH3:41])[CH2:37][CH2:36]4)[CH2:31][CH2:30]3)[N:17]=[C:18]([C:19]3[CH:20]=[C:21]([CH:25]=[CH:26][C:27]=3[CH3:28])[C:22](O)=[O:23])[C:13]=2[CH:12]=[CH:11][C:10]1=[O:42].CN(C(ON1N=[N:58][C:53]2[CH:54]=[CH:55][CH:56]=[CH:57]C1=2)=[N+](C)C)C.F[P-](F)(F)(F)(F)F.C(N(CC)CC)C.C1(N)CCCC1. The catalyst is CN(C=O)C. The product is [CH:53]1([NH:58][C:22](=[O:23])[C:21]2[CH:25]=[CH:26][C:27]([CH3:28])=[C:19]([C:18]3[C:13]4[CH:12]=[CH:11][C:10](=[O:42])[N:9]([C:3]5[C:2]([F:1])=[CH:7][CH:6]=[CH:5][C:4]=5[F:8])[C:14]=4[N:15]=[C:16]([N:29]4[CH2:34][CH2:33][CH:32]([N:35]5[CH2:36][CH2:37][CH:38]([CH3:41])[CH2:39][CH2:40]5)[CH2:31][CH2:30]4)[N:17]=3)[CH:20]=2)[CH2:54][CH2:55][CH2:56][CH2:57]1. The yield is 0.480. (2) The reactants are I[C:2]1[CH:9]=[CH:8][C:5]([C:6]#[N:7])=[CH:4][CH:3]=1.C([Mg]Cl)(C)C.[Sn:15](Cl)([CH2:24][CH2:25][CH2:26][CH3:27])([CH2:20][CH2:21][CH2:22][CH3:23])[CH2:16][CH2:17][CH2:18][CH3:19]. The catalyst is C1COCC1. The product is [CH2:24]([Sn:15]([CH2:16][CH2:17][CH2:18][CH3:19])([CH2:20][CH2:21][CH2:22][CH3:23])[C:2]1[CH:9]=[CH:8][C:5]([C:6]#[N:7])=[CH:4][CH:3]=1)[CH2:25][CH2:26][CH3:27]. The yield is 0.800. (3) The yield is 0.560. The reactants are Cl.[NH2:2][CH:3]1[CH:10]2[CH2:11][C:6]3([OH:14])[CH2:7][C:8]([OH:13])([CH2:12][CH:4]1[CH2:5]3)[CH2:9]2.[C:15]([NH:22][C:23]1([CH:28]=O)[CH2:27][CH2:26][CH2:25][CH2:24]1)([O:17][C:18]([CH3:21])([CH3:20])[CH3:19])=[O:16].C(O)(=O)C.C([O-])(O)=O.[Na+]. The catalyst is CO.C(O[BH-](OC(=O)C)OC(=O)C)(=O)C.[Na+]. The product is [C:18]([O:17][C:15](=[O:16])[NH:22][C:23]1([CH2:28][NH:2][CH:3]2[CH:10]3[CH2:9][C:8]4([OH:13])[CH2:7][C:6]([OH:14])([CH2:5][CH:4]2[CH2:12]4)[CH2:11]3)[CH2:24][CH2:25][CH2:26][CH2:27]1)([CH3:21])([CH3:19])[CH3:20]. (4) The product is [OH:2][C:3]1[CH:4]=[C:5]2[C:10](=[CH:11][C:12]=1[CH3:13])[CH:9]=[N:8][CH:7]=[CH:6]2. The reactants are C[O:2][C:3]1[CH:4]=[C:5]2[C:10](=[CH:11][C:12]=1[CH3:13])[CH:9]=[N:8][CH:7]=[CH:6]2.C[S-].[Na+]. The catalyst is CN(C)C=O. The yield is 0.0100.